From a dataset of Forward reaction prediction with 1.9M reactions from USPTO patents (1976-2016). Predict the product of the given reaction. (1) Given the reactants CI.[CH3:3][O:4][C:5]1[CH:35]=[CH:34][C:8]([CH2:9][NH:10][C:11]([C:13]2[CH:14]=[C:15]3[C:20](=[CH:21][CH:22]=2)[NH:19][C:18](=[O:23])[N:17]([CH2:24][C:25]2[CH:30]=[CH:29][C:28]([O:31][CH3:32])=[CH:27][CH:26]=2)[C:16]3=[O:33])=[O:12])=[CH:7][CH:6]=1.[CH3:36]N(C)C=O.C([O-])([O-])=O.[K+].[K+], predict the reaction product. The product is: [CH3:3][O:4][C:5]1[CH:6]=[CH:7][C:8]([CH2:9][NH:10][C:11]([C:13]2[CH:14]=[C:15]3[C:20](=[CH:21][CH:22]=2)[N:19]([CH3:36])[C:18](=[O:23])[N:17]([CH2:24][C:25]2[CH:30]=[CH:29][C:28]([O:31][CH3:32])=[CH:27][CH:26]=2)[C:16]3=[O:33])=[O:12])=[CH:34][CH:35]=1. (2) Given the reactants Br[C:2]1[CH:13]=[CH:12][C:5]([CH2:6][CH:7]2[O:11][CH2:10][CH2:9][O:8]2)=[CH:4][CH:3]=1.B(O)(O)[C:15]1[CH:20]=[CH:19][CH:18]=[C:17]([CH:21]=[O:22])[CH:16]=1.C(=O)([O-])[O-].[Na+].[Na+].[BH4-].[Na+], predict the reaction product. The product is: [O:8]1[CH2:9][CH2:10][O:11][CH:7]1[CH2:6][C:5]1[CH:12]=[CH:13][C:2]([C:15]2[CH:20]=[CH:19][CH:18]=[C:17]([CH2:21][OH:22])[CH:16]=2)=[CH:3][CH:4]=1.